Dataset: Full USPTO retrosynthesis dataset with 1.9M reactions from patents (1976-2016). Task: Predict the reactants needed to synthesize the given product. (1) Given the product [C:1]([NH:4][C:5]1[CH:10]=[C:9]([C:11]2[S:15][C:14]([C:16]([NH2:31])=[O:18])=[C:13]([CH2:19][C:20]3[CH:21]=[CH:22][C:23]([Cl:26])=[CH:24][CH:25]=3)[C:12]=2[C:27]#[N:28])[CH:8]=[CH:7][N:6]=1)(=[O:3])[CH3:2], predict the reactants needed to synthesize it. The reactants are: [C:1]([NH:4][C:5]1[CH:10]=[C:9]([C:11]2[S:15][C:14]([C:16]([OH:18])=O)=[C:13]([CH2:19][C:20]3[CH:25]=[CH:24][C:23]([Cl:26])=[CH:22][CH:21]=3)[C:12]=2[C:27]#[N:28])[CH:8]=[CH:7][N:6]=1)(=[O:3])[CH3:2].Cl.C[N:31](C)CCCN=C=NCC.O.ON1C2C=CC=CC=2N=N1.[OH-].[NH4+]. (2) Given the product [CH2:1]([O:8][C:9]1[CH:10]=[CH:11][C:12]([N:15]2[C:23]3[C:18](=[CH:19][CH:20]=[CH:21][CH:22]=3)[CH:17]=[C:16]2[CH2:24][CH2:25][OH:26])=[CH:13][CH:14]=1)[C:2]1[CH:3]=[CH:4][CH:5]=[CH:6][CH:7]=1, predict the reactants needed to synthesize it. The reactants are: [CH2:1]([O:8][C:9]1[CH:14]=[CH:13][C:12]([N:15]2[C:23]3[C:18](=[CH:19][CH:20]=[CH:21][CH:22]=3)[CH:17]=[C:16]2[CH2:24][CH2:25][O:26][Si](C(C)(C)C)(C)C)=[CH:11][CH:10]=1)[C:2]1[CH:7]=[CH:6][CH:5]=[CH:4][CH:3]=1.[F-].C([N+](CCCC)(CCCC)CCCC)CCC. (3) Given the product [O:24]=[S:21]1(=[O:25])[CH2:22][CH2:23][N:18]([C:2]2[C:10]3[N:9]4[CH2:11][CH2:12][NH:13][C:14](=[O:15])[C:8]4=[C:7]([CH3:16])[C:6]=3[CH:5]=[C:4]([F:17])[CH:3]=2)[CH2:19][CH2:20]1, predict the reactants needed to synthesize it. The reactants are: Br[C:2]1[C:10]2[N:9]3[CH2:11][CH2:12][NH:13][C:14](=[O:15])[C:8]3=[C:7]([CH3:16])[C:6]=2[CH:5]=[C:4]([F:17])[CH:3]=1.[NH:18]1[CH2:23][CH2:22][S:21](=[O:25])(=[O:24])[CH2:20][CH2:19]1. (4) Given the product [NH2:15][C:16]1[CH:24]=[CH:23][CH:22]=[C:21]2[C:17]=1[CH2:18][N:19]([CH2:26][C:27]1[CH:28]=[C:29]([CH2:33][C:34]#[N:35])[CH:30]=[CH:31][CH:32]=1)[C:20]2=[O:25], predict the reactants needed to synthesize it. The reactants are: C([SiH](CC)CC)C.C(O)(C(F)(F)F)=O.[NH2:15][C:16]1[CH:24]=[CH:23][CH:22]=[C:21]2[C:17]=1[CH:18](O)[N:19]([CH2:26][C:27]1[CH:28]=[C:29]([CH2:33][C:34]#[N:35])[CH:30]=[CH:31][CH:32]=1)[C:20]2=[O:25]. (5) Given the product [Br:1][C:2]1[CH:7]=[CH:6][C:5]([CH2:8][N:11]2[N:12]=[CH:13][CH:14]=[N:10]2)=[CH:4][CH:3]=1, predict the reactants needed to synthesize it. The reactants are: [Br:1][C:2]1[CH:7]=[CH:6][C:5]([CH2:8]Br)=[CH:4][CH:3]=1.[NH:10]1[CH:14]=[CH:13][N:12]=[N:11]1.C(=O)([O-])[O-].[K+].[K+]. (6) Given the product [CH2:26]([C:20]1([CH2:28][CH3:29])[C:19]2[C:14](=[CH:15][N:16]=[CH:17][CH:18]=2)[NH:4][C:21]1=[O:22])[CH3:27], predict the reactants needed to synthesize it. The reactants are: CC1(C)C2C(=CN=CC=2)[NH:4]C1=O.Br[C:14]1[CH:15]=[N:16][CH:17]=[CH:18][C:19]=1[C:20]([CH2:28][CH3:29])([CH2:26][CH3:27])[C:21](OCC)=[O:22].